Task: Predict the reactants needed to synthesize the given product.. Dataset: Full USPTO retrosynthesis dataset with 1.9M reactions from patents (1976-2016) (1) Given the product [N:17]1([C:21]([C:23]2[N:24]=[CH:25][C:26]([O:1][C:2]3[CH:3]=[C:4]([CH:9]=[C:10]([O:12][C@@H:13]([CH3:16])[CH2:14][OH:15])[CH:11]=3)[C:5]([OH:7])=[O:6])=[CH:27][CH:28]=2)=[O:22])[CH2:20][CH2:19][CH2:18]1, predict the reactants needed to synthesize it. The reactants are: [OH:1][C:2]1[CH:3]=[C:4]([CH:9]=[C:10]([O:12][C@@H:13]([CH3:16])[CH2:14][OH:15])[CH:11]=1)[C:5]([O:7]C)=[O:6].[N:17]1([C:21]([C:23]2[CH:28]=[CH:27][C:26](Br)=[CH:25][N:24]=2)=[O:22])[CH2:20][CH2:19][CH2:18]1. (2) The reactants are: [S:1]1[CH:5]=[CH:4][C:3]2[CH:6]=[C:7]([CH2:10][S:11]([NH:14][CH:15]([CH2:20][CH2:21][C:22]3[CH:27]=[CH:26][CH:25]=[CH:24][CH:23]=3)[C:16]([NH:18][OH:19])=[O:17])(=[O:13])=[O:12])[CH:8]=[CH:9][C:2]1=2.S1C=CC2C=C(CS(N[C@H](CCC3C=CC=CC=3)C(O)=O)(=O)=O)C=CC1=2.C(Cl)(=O)C(Cl)=O.Cl.NO.NO. Given the product [S:1]1[CH:5]=[CH:4][C:3]2[CH:6]=[C:7]([CH2:10][S:11]([NH:14][C@H:15]([CH2:20][CH2:21][C:22]3[CH:23]=[CH:24][CH:25]=[CH:26][CH:27]=3)[C:16]([NH:18][OH:19])=[O:17])(=[O:13])=[O:12])[CH:8]=[CH:9][C:2]1=2, predict the reactants needed to synthesize it. (3) Given the product [CH3:18][O:19][C:20]1[C:25]([O:26][CH3:27])=[CH:24][CH:23]=[CH:22][C:21]=1[C:2]1[C:3]([NH2:4])=[CH:5][C:6]([O:13][CH2:14][CH2:15][O:16][CH3:17])=[C:7]([C:9]([F:12])([F:11])[F:10])[CH:8]=1, predict the reactants needed to synthesize it. The reactants are: I[C:2]1[CH:8]=[C:7]([C:9]([F:12])([F:11])[F:10])[C:6]([O:13][CH2:14][CH2:15][O:16][CH3:17])=[CH:5][C:3]=1[NH2:4].[CH3:18][O:19][C:20]1[C:25]([O:26][CH3:27])=[CH:24][CH:23]=[CH:22][C:21]=1B(O)O.C(=O)([O-])[O-].[K+].[K+].P([O-])(O)(O)=O.[K+]. (4) Given the product [CH3:16][O:17][C:18](=[O:28])[CH2:19][C:20]1[CH:21]=[CH:22][C:23]([CH2:26][N:12]2[C:11]3[CH:10]=[CH:9][CH:8]=[CH:7][C:6]=3[C:5]3[C:13]2=[CH:1][CH:2]=[CH:3][CH:4]=3)=[CH:24][CH:25]=1, predict the reactants needed to synthesize it. The reactants are: [CH:1]1[C:13]2[NH:12][C:11]3[C:6](=[CH:7][CH:8]=[CH:9][CH:10]=3)[C:5]=2[CH:4]=[CH:3][CH:2]=1.[H-].[Na+].[CH3:16][O:17][C:18](=[O:28])[CH2:19][C:20]1[CH:25]=[CH:24][C:23]([CH2:26]Br)=[CH:22][CH:21]=1. (5) Given the product [Br:1][C:2]1[CH:7]=[CH:6][C:5]([O:8][CH3:9])=[CH:4][C:3]=1[NH2:10], predict the reactants needed to synthesize it. The reactants are: [Br:1][C:2]1[CH:7]=[CH:6][C:5]([O:8][CH3:9])=[CH:4][C:3]=1[N+:10]([O-])=O. (6) The reactants are: [F:1][C:2]1[CH:3]=[CH:4][CH:5]=[C:6]2[C:15]=1[C:14]([F:16])=[C:13]1[C:8]([CH2:9][CH:10]([CH3:17])[CH2:11][O:12]1)=[CH:7]2.[CH2:18]([Li])[CH2:19][CH2:20]C.CC(C)([O-])C.[K+].C(Br)CC. Given the product [F:1][C:2]1[C:3]([CH2:18][CH2:19][CH3:20])=[CH:4][CH:5]=[C:6]2[C:15]=1[C:14]([F:16])=[C:13]1[C:8]([CH2:9][CH:10]([CH3:17])[CH2:11][O:12]1)=[CH:7]2, predict the reactants needed to synthesize it. (7) Given the product [CH3:9][C@@H:8]1[CH2:7][CH2:6][CH2:5][N:4]([C:10]([C:12]2[CH:17]=[C:16]([CH3:18])[CH:15]=[CH:14][C:13]=2[C:19]2[CH:20]=[N:21][N:22]([CH3:24])[CH:23]=2)=[O:11])[C@@H:3]1[CH2:2][NH:1][C:26]1[C:31]([CH3:32])=[CH:30][CH:29]=[CH:28][N:27]=1, predict the reactants needed to synthesize it. The reactants are: [NH2:1][CH2:2][C@@H:3]1[C@H:8]([CH3:9])[CH2:7][CH2:6][CH2:5][N:4]1[C:10]([C:12]1[CH:17]=[C:16]([CH3:18])[CH:15]=[CH:14][C:13]=1[C:19]1[CH:20]=[N:21][N:22]([CH3:24])[CH:23]=1)=[O:11].Br[C:26]1[C:31]([CH3:32])=[CH:30][CH:29]=[CH:28][N:27]=1. (8) Given the product [Br:17][C:13]1[C:14]([CH3:16])=[CH:15][C:10]2[C:3]3[C:2](=[CH:7][C:6]([Br:8])=[C:5]([CH3:9])[CH:4]=3)[NH:18][C:11]=2[CH:12]=1, predict the reactants needed to synthesize it. The reactants are: N[C:2]1[CH:7]=[C:6]([Br:8])[C:5]([CH3:9])=[CH:4][C:3]=1[C:10]1[CH:15]=[C:14]([CH3:16])[C:13]([Br:17])=[CH:12][C:11]=1[NH2:18].C(C1C=CC=CC=1S(O)(=O)=O)CCCCCCCCCCC. (9) Given the product [Cl:11][C:10]1[C:5]([C:20]2[CH:19]=[N:21][C:9]([CH3:10])=[CH:8][CH:7]=2)=[N:6][CH:7]=[CH:8][CH:9]=1, predict the reactants needed to synthesize it. The reactants are: B(O)O.Cl[C:5]1[C:10]([Cl:11])=[CH:9][CH:8]=[CH:7][N:6]=1.C(=O)([O-])[O-].[K+].[K+].O.[C:19](#[N:21])[CH3:20].